From a dataset of Forward reaction prediction with 1.9M reactions from USPTO patents (1976-2016). Predict the product of the given reaction. (1) Given the reactants [SH:1][C:2]1[CH:7]=[CH:6][N:5]=[C:4]([C:8]([O:10]C)=[O:9])[CH:3]=1.O.S.[Na].Br[C:16]1[S:20][C:19]([NH:21][C:22]2[CH:27]=[C:26]([CH3:28])[CH:25]=[CH:24][N:23]=2)=[N:18][CH:17]=1.SC1C=CC=CN=1.C[O-].[Na+].[OH-].[Na+].Cl, predict the reaction product. The product is: [CH3:28][C:26]1[CH:25]=[CH:24][N:23]=[C:22]([NH:21][C:19]2[S:20][C:16]([S:1][C:2]3[CH:7]=[CH:6][N:5]=[C:4]([C:8]([OH:10])=[O:9])[CH:3]=3)=[CH:17][N:18]=2)[CH:27]=1. (2) The product is: [CH3:13][N:15]([CH3:16])[CH2:2][CH2:3][C:4]1[CH:9]=[CH:8][CH:7]=[C:6]([N+:10]([O-:12])=[O:11])[CH:5]=1. Given the reactants Br[CH2:2][CH2:3][C:4]1[CH:9]=[CH:8][CH:7]=[C:6]([N+:10]([O-:12])=[O:11])[CH:5]=1.[CH2:13]([N:15](CC)[CH2:16]C)C.CNC, predict the reaction product. (3) Given the reactants ClC1C(Cl)=C(C2C=CC(Cl)=CC=2)N=C(C(Cl)=O)C=1.[F-].[K+].[Cl:21][C:22]1[CH:27]=[CH:26][C:25]([C:28]2[N:33]=[C:32]([C:34](F)=[O:35])[CH:31]=[C:30]([F:37])[C:29]=2[F:38])=[CH:24][CH:23]=1.C(N(CC)CC)C.[CH:46]([OH:49])([CH3:48])[CH3:47], predict the reaction product. The product is: [Cl:21][C:22]1[CH:27]=[CH:26][C:25]([C:28]2[N:33]=[C:32]([C:34]([O:49][CH:46]([CH3:48])[CH3:47])=[O:35])[CH:31]=[C:30]([F:37])[C:29]=2[F:38])=[CH:24][CH:23]=1. (4) Given the reactants [Br:1][C:2]1[C:7]([CH3:8])=[CH:6][C:5]([NH2:9])=[C:4]([F:10])[CH:3]=1.Br[CH2:12][C:13]1[CH:18]=[CH:17][CH:16]=[CH:15][CH:14]=1.C(=O)([O-])[O-].[K+].[K+], predict the reaction product. The product is: [CH2:12]([N:9]([CH2:8][C:7]1[CH:2]=[CH:3][CH:4]=[CH:5][CH:6]=1)[C:5]1[CH:6]=[C:7]([CH3:8])[C:2]([Br:1])=[CH:3][C:4]=1[F:10])[C:13]1[CH:18]=[CH:17][CH:16]=[CH:15][CH:14]=1. (5) Given the reactants Br[C:2]1[C:7]([N+:8]([O-:10])=[O:9])=[CH:6][CH:5]=[C:4]([O:11][CH2:12][CH3:13])[N:3]=1.[C-:14]#[N:15].[K+], predict the reaction product. The product is: [CH2:12]([O:11][C:4]1[N:3]=[C:2]([C:14]#[N:15])[C:7]([N+:8]([O-:10])=[O:9])=[CH:6][CH:5]=1)[CH3:13]. (6) Given the reactants [CH:1]1([N:7]2[CH2:13][C@:12]([F:16])([CH:14]=[CH2:15])[C:11](=[O:17])[N:10]([CH3:18])[C:9]3[CH:19]=[N:20][C:21]([NH:23][C:24]4[CH:32]=[CH:31][C:27]([C:28](O)=[O:29])=[CH:26][C:25]=4[O:33][CH3:34])=[N:22][C:8]2=3)C[CH2:5][CH2:4][CH2:3][CH2:2]1.CN(C(ON1N=NC2C=CC=NC1=2)=[N+](C)C)C.F[P-](F)(F)(F)(F)F.[NH2:59][CH:60]1[CH2:65][CH2:64][N:63]([CH3:66])[CH2:62][CH2:61]1, predict the reaction product. The product is: [CH:1]1([N:7]2[CH2:13][C@:12]([F:16])([CH:14]=[CH2:15])[C:11](=[O:17])[N:10]([CH3:18])[C:9]3[CH:19]=[N:20][C:21]([NH:23][C:24]4[CH:32]=[CH:31][C:27]([C:28]([NH:59][CH:60]5[CH2:65][CH2:64][N:63]([CH3:66])[CH2:62][CH2:61]5)=[O:29])=[CH:26][C:25]=4[O:33][CH3:34])=[N:22][C:8]2=3)[CH2:5][CH2:4][CH2:3][CH2:2]1.